This data is from Merck oncology drug combination screen with 23,052 pairs across 39 cell lines. The task is: Regression. Given two drug SMILES strings and cell line genomic features, predict the synergy score measuring deviation from expected non-interaction effect. (1) Drug 2: CC1(c2nc3c(C(N)=O)cccc3[nH]2)CCCN1. Synergy scores: synergy=7.78. Drug 1: O=c1[nH]cc(F)c(=O)[nH]1. Cell line: A2780. (2) Drug 1: CC(=O)OC1C(=O)C2(C)C(O)CC3OCC3(OC(C)=O)C2C(OC(=O)c2ccccc2)C2(O)CC(OC(=O)C(O)C(NC(=O)c3ccccc3)c3ccccc3)C(C)=C1C2(C)C. Drug 2: C#Cc1cccc(Nc2ncnc3cc(OCCOC)c(OCCOC)cc23)c1. Cell line: A427. Synergy scores: synergy=1.23. (3) Drug 1: CCC1(O)CC2CN(CCc3c([nH]c4ccccc34)C(C(=O)OC)(c3cc4c(cc3OC)N(C)C3C(O)(C(=O)OC)C(OC(C)=O)C5(CC)C=CCN6CCC43C65)C2)C1. Drug 2: O=C(O)C1(Cc2cccc(Nc3nccs3)n2)CCC(Oc2cccc(Cl)c2F)CC1. Cell line: DLD1. Synergy scores: synergy=8.78. (4) Drug 1: CCN(CC)CCNC(=O)c1c(C)[nH]c(C=C2C(=O)Nc3ccc(F)cc32)c1C. Drug 2: NC(=O)c1cccc2cn(-c3ccc(C4CCCNC4)cc3)nc12. Cell line: MDAMB436. Synergy scores: synergy=0.503. (5) Cell line: RKO. Synergy scores: synergy=13.9. Drug 1: COC12C(COC(N)=O)C3=C(C(=O)C(C)=C(N)C3=O)N1CC1NC12. Drug 2: Cc1nc(Nc2ncc(C(=O)Nc3c(C)cccc3Cl)s2)cc(N2CCN(CCO)CC2)n1. (6) Drug 1: COC12C(COC(N)=O)C3=C(C(=O)C(C)=C(N)C3=O)N1CC1NC12. Drug 2: O=C(NOCC(O)CO)c1ccc(F)c(F)c1Nc1ccc(I)cc1F. Cell line: SW620. Synergy scores: synergy=15.1. (7) Drug 1: CN1C(=O)C=CC2(C)C3CCC4(C)C(NC(=O)OCC(F)(F)F)CCC4C3CCC12. Drug 2: CNC(=O)c1cc(Oc2ccc(NC(=O)Nc3ccc(Cl)c(C(F)(F)F)c3)cc2)ccn1. Cell line: A2058. Synergy scores: synergy=10.2.